Dataset: Experimentally validated miRNA-target interactions with 360,000+ pairs, plus equal number of negative samples. Task: Binary Classification. Given a miRNA mature sequence and a target amino acid sequence, predict their likelihood of interaction. (1) The miRNA is hsa-miR-6809-3p with sequence CUUCUCUUCUCUCCUUCCCAG. The protein sequence of the target gene is MAGRTVRAETRSRAKDDIKKVMATIEKVRRWEKRWVTVGDTSLRIFKWVPVVDPQEEERRRAGGGAERSRGRERRGRGASPRGGGPLILLDLNDENSNQSFHSEGSLQKGTEPSPGGTPQPSRPVSPAGPPEGVPEEAQPPRLGQERDPGGITAGSTDEPPMLTKEEPVPELLEAEAPEAYPVFEPVPPVPEAAQGDTEDSEGAPPLKRICPNAPDP. Result: 0 (no interaction). (2) Result: 1 (interaction). The miRNA is hsa-miR-6850-3p with sequence CCCGGCCGGAACGCCGCACU. The protein sequence of the target gene is MARARGSPCPPLPPGRMSWPHGALLFLWLFSPPLGAGGGGVAVTSAAGGGSPPATSCPVACSCSNQASRVICTRRDLAEVPASIPVNTRYLNLQENGIQVIRTDTFKHLRHLEILQLSKNLVRKIEVGAFNGLPSLNTLELFDNRLTTVPTQAFEYLSKLRELWLRNNPIESIPSYAFNRVPSLRRLDLGELKRLEYISEAAFEGLVNLRYLNLGMCNLKDIPNLTALVRLEELELSGNRLDLIRPGSFQGLTSLRKLWLMHAQVATIERNAFDDLKSLEELNLSHNNLMSLPHDLFTPL.... (3) The miRNA is hsa-miR-6787-3p with sequence UCUCAGCUGCUGCCCUCUCCAG. The protein sequence of the target gene is MATSVLCCLRCCRDGGTGHIPLKEMPAVQLDTQHMGTDVVIVKNGRRICGTGGCLASAPLHQNKSYFEFKIQSTGIWGIGVATQKVNLNQIPLGRDMHSLVMRNDGALYHNNEEKNRLPANSLPQEGDVVGITYDHVELNVYLNGKNMHCPASGIRGTVYPVVYVDDSAILDCQFSEFYHTPPPGFEKILFEQQIF. Result: 0 (no interaction). (4) The miRNA is hsa-miR-2276-5p with sequence GCCCUCUGUCACCUUGCAGACG. The protein sequence of the target gene is MKLAVLFCFILLIVLQTDCERGTRRQRRRMHQRRLRKSSSFHLRANRQLEVQQTTAAPDARLPTANSDYSVEENIESLLSNLGVESSYSVLPGKKGYCFVKGMIMYNKAVWSPEPCTTCLCSNGRVLCDETECHPKACPYTIKPEGECCPICSDAEQESINKLHKQVPPPQMEMDQVAIKEALQSEEDEEIAEGHKEHKKETSVPTKIHGDGERTERKLRPEKEGRSAHQPLYHGRREEEESKEETEREGEEEEEEEEEEEEDAIRGDVFRMSSRVIPGTPRGRPRLPRSCSLSYRTISC.... Result: 0 (no interaction). (5) The miRNA is hsa-miR-5100 with sequence UUCAGAUCCCAGCGGUGCCUCU. The protein sequence of the target gene is MPKAPKGKSAGREKKVIHPYSRKAAQITREAHKQEKKEKLKNEKALRLNLVGEKLQWFQNHLDPQKKRYSKKDACELIERYLNRFSSELEQIELHNSIRDRQGRRHCSRETVIKQTMERERQQFEGYGLEIPDILNASNLKTFREWDFDLKKLPNIKMRKICANDAIPKTCKRKTIITVDQDLGELELNDESSDSDEEMTAVA. Result: 1 (interaction). (6) The miRNA is hsa-miR-4641 with sequence UGCCCAUGCCAUACUUUUGCCUCA. The protein sequence of the target gene is MLLKLLQRQTYTCLSHRYGLYVCFVGVVVTIVSAFQFGEVVLEWSRDQYHVLFDSYRDNIAGKSFQNRLCLPMPIDVVYTWVNGTDLELLKELQQVREHMEEEQRAMRETLGKNTTEPTKKSEKQLECLLTHCIKVPMLVLDPPLPANCTLKDLPTLYPSFHAASDMFNVAKPKNPSTNVSVVVFDTTKDVEDAHAGPFKGGSKQMVWRAYLTTDKEAPGLVLMQGLAFLSGFPPTFKETSQLKTKLPEKLSSKIKLLRLYSEASVALLKLNNPKGFQELNKQTKKNMTIDGKELTISPA.... Result: 0 (no interaction). (7) The miRNA is hsa-miR-5584-3p with sequence UAGUUCUUCCCUUUGCCCAAUU. The protein sequence of the target gene is MPPPQHPPNYYAPRRSISTITGPNRRDVDAFYQNNFPEKNGGSSGEHVPEYQASGQQHRPSIMSGQSHQNNHLPTKNYSYEPLRFSPPNVTPPPLQFSTNTDGNRKNQRVRFNELPNYSTPNHYSVPPRKCSLAPNFFSSQNSHHMYPDQYTPRTWQNNEFMPNHQVHPYHANHQQQHPQQHWRNQAASNGNHNPMYMRKHSAGHGIEIKLDHVDNPFGNPSHDMMDVTSGQPVKSEMLSPIKMETTDPSQQIASPSFLMTSTSLLKQHLHKKSHHNVPSRKASIMALKSQLRTPRGTPL.... Result: 0 (no interaction). (8) The miRNA is hsa-miR-7703 with sequence UUGCACUCUGGCCUUCUCCCAGG. Result: 1 (interaction). The protein sequence of the target gene is MGLGLLLPLLLLWTRGTQGSELDPKGQHVCVASSPSAELQCCAGWRQKDQECTIPICEGPDACQKDEVCVKPGLCRCKPGFFGAHCSSRCPGQYWGPDCRESCPCHPHGQCEPATGACQCQADRWGARCEFPCACGPHGRCDPATGVCHCEPGWWSSTCRRPCQCNTAAARCEQATGACVCKPGWWGRRCSFRCNCHGSPCEQDSGRCACRPGWWGPECQQQCECVRGRCSAASGECTCPPGFRGARCELPCPAGSHGVQCAHSCGRCKHNEPCSPDTGSCESCEPGWNGTQCQQPCLPG.... (9) The miRNA is mmu-let-7e-5p with sequence UGAGGUAGGAGGUUGUAUAGUU. The protein sequence of the target gene is MGDEMDAMIPEREMKDFQFRALKKVRIFDSPEELPKERSSVLTISNKYGMLFAGGTNGLNVFPTKSLLIQNKPGDDPNKIVDTIQGLNVPMKFPVHHLALSCDSLTLSACMMSSEYGSIIAFFDVRTFSNQAKPLKRPFTYHKVSNDASGMVNDMKWNPTVPSMVAVCLADGSISVLQVTDVVKVCATLPPSTGVTCVCWSPKGKQLAVGKQNGTVVQYLPTLQEKKVIPCPPFYESDHPVRVLDVLWIGTYVFTIVYAGADGTLETCPDVVMALLPKKEEKHPEIFVNFMEPCYSSCTE.... Result: 1 (interaction).